This data is from Full USPTO retrosynthesis dataset with 1.9M reactions from patents (1976-2016). The task is: Predict the reactants needed to synthesize the given product. (1) The reactants are: [F:1][C:2]([F:17])([S:13]([OH:16])(=[O:15])=[O:14])[C:3]([F:12])([F:11])[C:4]([F:10])([F:9])[C:5]([F:8])([F:7])[F:6].[OH-].[CH3:19][N+:20]([CH3:23])([CH3:22])[CH3:21]. Given the product [CH3:19][N+:20]([CH3:23])([CH3:22])[CH3:21].[F:17][C:2]([F:1])([S:13]([O-:16])(=[O:15])=[O:14])[C:3]([F:11])([F:12])[C:4]([F:10])([F:9])[C:5]([F:8])([F:7])[F:6], predict the reactants needed to synthesize it. (2) Given the product [C:1]([O:5][C:6]([N:8]1[CH:17]([C:18](=[O:20])[NH:61][C@@H:45]([C:44]([O:43][CH3:42])=[O:62])[CH2:46][C:47]2[CH:48]=[CH:49][C:50]([C:53]3[CH:58]=[CH:57][C:56]([C:59]#[N:60])=[CH:55][CH:54]=3)=[CH:51][CH:52]=2)[CH2:16][C:15]2[CH:14]=[C:13]3[O:21][CH2:22][C@H:23]([C:25]4[CH:30]=[CH:29][C:28]([O:31][CH2:32][C:33]5[CH:38]=[CH:37][C:36]([Cl:39])=[C:35]([Cl:40])[CH:34]=5)=[CH:27][CH:26]=4)[O:24][C:12]3=[CH:11][C:10]=2[CH2:9]1)=[O:7])([CH3:2])([CH3:3])[CH3:4], predict the reactants needed to synthesize it. The reactants are: [C:1]([O:5][C:6]([N:8]1[CH:17]([C:18]([OH:20])=O)[CH2:16][C:15]2[CH:14]=[C:13]3[O:21][CH2:22][C@H:23]([C:25]4[CH:30]=[CH:29][C:28]([O:31][CH2:32][C:33]5[CH:38]=[CH:37][C:36]([Cl:39])=[C:35]([Cl:40])[CH:34]=5)=[CH:27][CH:26]=4)[O:24][C:12]3=[CH:11][C:10]=2[CH2:9]1)=[O:7])([CH3:4])([CH3:3])[CH3:2].Cl.[CH3:42][O:43][C:44](=[O:62])[C@H:45]([NH2:61])[CH2:46][C:47]1[CH:52]=[CH:51][C:50]([C:53]2[CH:58]=[CH:57][C:56]([C:59]#[N:60])=[CH:55][CH:54]=2)=[CH:49][CH:48]=1. (3) Given the product [Br:1][C:2]1[CH:31]=[CH:30][C:29]([F:32])=[CH:28][C:3]=1[O:4][CH:5]1[CH2:10][CH2:9][N:8]([C:11]2[N:16]=[N:15][C:14]([C:17]3[CH:18]=[N:19][CH:20]=[C:21]([CH:27]=3)[C:22]([OH:24])=[O:23])=[CH:13][CH:12]=2)[CH2:7][CH2:6]1, predict the reactants needed to synthesize it. The reactants are: [Br:1][C:2]1[CH:31]=[CH:30][C:29]([F:32])=[CH:28][C:3]=1[O:4][CH:5]1[CH2:10][CH2:9][N:8]([C:11]2[N:16]=[N:15][C:14]([C:17]3[CH:18]=[N:19][CH:20]=[C:21]([CH:27]=3)[C:22]([O:24]CC)=[O:23])=[CH:13][CH:12]=2)[CH2:7][CH2:6]1.[OH-].[Na+]. (4) The reactants are: [CH:1]1[C:11]2[CH2:10][CH2:9][C:8]3[CH:12]=[CH:13][CH:14]=[CH:15][C:7]=3[CH:6]([C:16]([OH:18])=[O:17])[C:5]=2[CH:4]=[CH:3][CH:2]=1.C(Cl)(=O)C(Cl)=O.CN(C=O)C.O[C@@H:31]1[CH:36]2[CH2:37][CH2:38][N:33]([CH2:34][CH2:35]2)[CH2:32]1. Given the product [N:33]12[CH2:38][CH2:37][CH:36]([CH2:35][CH2:34]1)[C@@H:31]([O:17][C:16]([CH:6]1[C:5]3[CH:4]=[CH:3][CH:2]=[CH:1][C:11]=3[CH2:10][CH2:9][C:8]3[CH:12]=[CH:13][CH:14]=[CH:15][C:7]1=3)=[O:18])[CH2:32]2, predict the reactants needed to synthesize it. (5) Given the product [Cl:14][C:12]1[CH:11]=[CH:10][C:9]([O:15][CH2:16][CH3:17])=[C:8]([C:6]2[N:5]=[C:4]([NH2:18])[N:3]=[C:2]([NH:26][C:23]3[CH:24]=[CH:25][C:20]([Cl:19])=[CH:21][CH:22]=3)[CH:7]=2)[CH:13]=1, predict the reactants needed to synthesize it. The reactants are: Cl[C:2]1[CH:7]=[C:6]([C:8]2[CH:13]=[C:12]([Cl:14])[CH:11]=[CH:10][C:9]=2[O:15][CH2:16][CH3:17])[N:5]=[C:4]([NH2:18])[N:3]=1.[Cl:19][C:20]1[CH:25]=[CH:24][C:23]([NH2:26])=[CH:22][CH:21]=1. (6) Given the product [C:16]([O:19][C@H:20]1[CH2:37][CH2:36][C@@:35]2([CH3:38])[C@@H:22]([CH2:23][CH2:24][C@:25]3([CH3:49])[C@@H:34]2[CH2:33][CH2:32][C@H:31]2[C@@:26]3([CH3:48])[CH2:27][CH2:28][C@@:29]3([C:45]([N:6]4[CH2:7][CH2:8][N:3]([CH2:1][CH3:2])[CH2:4][CH2:5]4)=[O:46])[CH2:41][CH2:40][C@@H:39]([C:42]([CH3:44])=[CH2:43])[C@@H:30]32)[C:21]1([CH3:51])[CH3:50])(=[O:18])[CH3:17], predict the reactants needed to synthesize it. The reactants are: [CH2:1]([N:3]1[CH2:8][CH2:7][NH:6][CH2:5][CH2:4]1)[CH3:2].C(N(CC)CC)C.[C:16]([O:19][C@H:20]1[CH2:37][CH2:36][C@@:35]2([CH3:38])[C@@H:22]([CH2:23][CH2:24][C@:25]3([CH3:49])[C@@H:34]2[CH2:33][CH2:32][C@H:31]2[C@@:26]3([CH3:48])[CH2:27][CH2:28][C@@:29]3([C:45](Cl)=[O:46])[CH2:41][CH2:40][C@@H:39]([C:42]([CH3:44])=[CH2:43])[C@@H:30]32)[C:21]1([CH3:51])[CH3:50])(=[O:18])[CH3:17].